Dataset: Full USPTO retrosynthesis dataset with 1.9M reactions from patents (1976-2016). Task: Predict the reactants needed to synthesize the given product. (1) Given the product [C:1]([C:3]1[CH:8]=[CH:7][C:6]([CH:9]2[N:14]([CH2:15][C:16]([NH:64][S:61]([C:58]3[CH:57]=[CH:56][C:55]([C:53]#[N:54])=[CH:60][CH:59]=3)(=[O:62])=[O:63])=[O:18])[C:13](=[O:19])[N:12]([C:20]3[CH:25]=[CH:24][CH:23]=[C:22]([C:26]([F:27])([F:28])[F:29])[CH:21]=3)[C:11]([CH3:30])=[C:10]2[C:31]([C:33]2[O:34][CH:35]=[CH:36][CH:37]=2)=[O:32])=[CH:5][CH:4]=1)#[N:2], predict the reactants needed to synthesize it. The reactants are: [C:1]([C:3]1[CH:8]=[CH:7][C:6]([CH:9]2[N:14]([CH2:15][C:16]([OH:18])=O)[C:13](=[O:19])[N:12]([C:20]3[CH:25]=[CH:24][CH:23]=[C:22]([C:26]([F:29])([F:28])[F:27])[CH:21]=3)[C:11]([CH3:30])=[C:10]2[C:31]([C:33]2[O:34][CH:35]=[CH:36][CH:37]=2)=[O:32])=[CH:5][CH:4]=1)#[N:2].C1(N=C=NC2CCCCC2)CCCCC1.[C:53]([C:55]1[CH:60]=[CH:59][C:58]([S:61]([NH2:64])(=[O:63])=[O:62])=[CH:57][CH:56]=1)#[N:54]. (2) Given the product [CH2:1]([C:3]1[C:14]([O:15][CH3:16])=[CH:13][CH:12]=[C:11]([CH2:17][CH3:18])[C:4]=1[CH2:5][C:6]1[NH:10][CH:9]=[CH:8][N:7]=1)[CH3:2], predict the reactants needed to synthesize it. The reactants are: [CH2:1]([C:3]1[C:14]([O:15][CH3:16])=[CH:13][CH:12]=[C:11]([CH2:17][CH3:18])[C:4]=1[CH2:5][C:6]1[NH:7][CH2:8][CH2:9][N:10]=1)[CH3:2].C1(N(Cl)C(=O)N(Cl)C(=O)N1Cl)=O.C1CCN2C(=NCCC2)CC1.